Task: Predict which catalyst facilitates the given reaction.. Dataset: Catalyst prediction with 721,799 reactions and 888 catalyst types from USPTO (1) Reactant: [CH:1]1([C:7]2[NH:8][S:9](=[O:28])(=[O:27])[C:10]3[CH:16]=[C:15]([S:17](=[O:24])(=[O:23])[N:18]([CH2:21][CH3:22])[CH2:19][CH3:20])[CH:14]=[C:13]([CH:25]=O)[C:11]=3[N:12]=2)[CH2:6][CH2:5][CH2:4][CH2:3][CH2:2]1.Cl. The catalyst class is: 50. Product: [CH:1]1([C:7]2[NH:8][S:9](=[O:27])(=[O:28])[C:10]3[CH:16]=[C:15]([S:17](=[O:24])(=[O:23])[N:18]([CH2:21][CH3:22])[CH2:19][CH3:20])[CH:14]=[C:13]([CH3:25])[C:11]=3[N:12]=2)[CH2:2][CH2:3][CH2:4][CH2:5][CH2:6]1. (2) Reactant: [OH2:1].[NH2:2][NH2:3].Cl[C:5]1[N:10]=[CH:9][C:8]([NH:11][S:12]([C:15]2[CH:20]=[C:19]([F:21])[CH:18]=[C:17]([F:22])[CH:16]=2)(=O)=[O:13])=[CH:7][C:6]=1[C:23]#[N:24]. Product: [NH2:24][C:23]1[C:6]2[C:5](=[N:10][CH:9]=[C:8]([NH:11][S:12]([C:15]3[CH:20]=[C:19]([F:21])[CH:18]=[C:17]([F:22])[CH:16]=3)(=[O:13])=[O:1])[CH:7]=2)[NH:3][N:2]=1. The catalyst class is: 8. (3) Product: [ClH:21].[NH2:14][CH2:13][C@@H:12]([C:15]1[CH:20]=[CH:19][C:18]([Cl:21])=[C:17]([C:22]2[CH:23]=[C:24]([C:28]#[N:29])[CH:25]=[CH:26][CH:27]=2)[CH:16]=1)[CH2:8][CH2:1][OH:2]. Reactant: [C:1]([CH:8]([C@H:12]([C:15]1[CH:20]=[CH:19][C:18]([Cl:21])=[C:17]([C:22]2[CH:27]=[CH:26][CH:25]=[C:24]([C:28]#[N:29])[CH:23]=2)[CH:16]=1)[CH2:13][NH2:14])C(O)=O)(OC(C)(C)C)=[O:2].B.O1CCCC1. The catalyst class is: 7. (4) Reactant: [CH2:1]([NH:8][C:9](=[O:19])[NH:10][C:11]1[CH:15]=[CH:14][S:13][C:12]=1[C:16]([OH:18])=O)[C:2]1[CH:7]=[CH:6][CH:5]=[CH:4][CH:3]=1.ON1C2C=CC=CC=2N=N1.C(N=C=NCCCN(C)C)C.[NH2:41][C@@H:42]([CH3:61])[C:43]([N:45]([CH2:54][C:55]1[CH:60]=[CH:59][CH:58]=[CH:57][CH:56]=1)[CH2:46][CH:47]([O:51][CH2:52][CH3:53])[O:48][CH2:49][CH3:50])=[O:44]. Product: [CH2:54]([N:45]([CH2:46][CH:47]([O:48][CH2:49][CH3:50])[O:51][CH2:52][CH3:53])[C:43](=[O:44])[C@@H:42]([NH:41][C:16]([C:12]1[S:13][CH:14]=[CH:15][C:11]=1[NH:10][C:9]([NH:8][CH2:1][C:2]1[CH:3]=[CH:4][CH:5]=[CH:6][CH:7]=1)=[O:19])=[O:18])[CH3:61])[C:55]1[CH:56]=[CH:57][CH:58]=[CH:59][CH:60]=1. The catalyst class is: 4. (5) Reactant: [NH2:1][C@H:2]([CH2:6][C:7]1[S:8][CH:9]=[CH:10][CH:11]=1)[C:3]([OH:5])=[O:4].[C:12](OC(=O)C)(=[O:14])C.O. Product: [CH:12]([NH:1][C@H:2]([CH2:6][C:7]1[S:8][CH:9]=[CH:10][CH:11]=1)[C:3]([OH:5])=[O:4])=[O:14]. The catalyst class is: 106. (6) Reactant: Br[C:2]1[CH:11]=[CH:10][C:9]([CH3:12])=[CH:8][C:3]=1[C:4]([O:6][CH3:7])=[O:5].[CH2:13]([N:20]1[C:28]2[C:23](=[CH:24][C:25]([NH2:29])=[CH:26][CH:27]=2)[CH:22]=[CH:21]1)[C:14]1[CH:19]=[CH:18][CH:17]=[CH:16][CH:15]=1.C(=O)([O-])[O-].[Cs+].[Cs+]. Product: [CH2:13]([N:20]1[C:28]2[C:23](=[CH:24][C:25]([NH:29][C:2]3[CH:11]=[CH:10][C:9]([CH3:12])=[CH:8][C:3]=3[C:4]([O:6][CH3:7])=[O:5])=[CH:26][CH:27]=2)[CH:22]=[CH:21]1)[C:14]1[CH:15]=[CH:16][CH:17]=[CH:18][CH:19]=1. The catalyst class is: 187. (7) Reactant: CC(C[AlH]CC(C)C)C.C1(C)C=CC=CC=1.C([O:19][C:20](=O)/[CH:21]=[CH:22]/[C:23]1[CH:35]=[CH:34][C:33]2[C:32]3[C:27](=[CH:28][CH:29]=[CH:30][CH:31]=3)[CH2:26][C:25]=2[CH:24]=1)C.[C@H](O)(C([O-])=O)[C@@H](O)C([O-])=O.[Na+].[K+].[OH-].[Na+]. Product: [CH:24]1[C:25]2[CH2:26][C:27]3[C:32](=[CH:31][CH:30]=[CH:29][CH:28]=3)[C:33]=2[CH:34]=[CH:35][C:23]=1/[CH:22]=[CH:21]/[CH2:20][OH:19]. The catalyst class is: 36. (8) Reactant: [N+:1]([C:4]1[CH:9]=[CH:8][CH:7]=[CH:6][C:5]=1[S:10]([N:13]1[CH2:18][CH2:17][O:16][CH:15]([CH2:19][C:20]([O:22]C)=[O:21])[CH2:14]1)(=[O:12])=[O:11])([O-:3])=[O:2].[Li+:24].[OH-]. Product: [N+:1]([C:4]1[CH:9]=[CH:8][CH:7]=[CH:6][C:5]=1[S:10]([N:13]1[CH2:18][CH2:17][O:16][CH:15]([CH2:19][C:20]([O-:22])=[O:21])[CH2:14]1)(=[O:11])=[O:12])([O-:3])=[O:2].[Li+:24]. The catalyst class is: 24. (9) Reactant: [F:1][C:2]1[CH:3]=[C:4]2[C:9](=[CH:10][CH:11]=1)[NH:8][C:7](=[O:12])[C:6]([CH:13]([CH3:15])[CH3:14])=[C:5]2[O:16][CH2:17][C:18]([F:21])([F:20])[F:19].[Si:22](Cl)([C:25]([CH3:28])([CH3:27])[CH3:26])([CH3:24])[CH3:23].C(N(CC)CC)C. Product: [Si:22]([O:12][C:7]1[C:6]([CH:13]([CH3:14])[CH3:15])=[C:5]([O:16][CH2:17][C:18]([F:19])([F:21])[F:20])[C:4]2[C:9](=[CH:10][CH:11]=[C:2]([F:1])[CH:3]=2)[N:8]=1)([C:25]([CH3:28])([CH3:27])[CH3:26])([CH3:24])[CH3:23]. The catalyst class is: 3. (10) Reactant: [CH2:1]1[CH:5]2[CH2:6][NH:7][CH2:8][CH:4]2[CH2:3][N:2]1[C:9]1[N:14]=[C:13]([C:15]([F:18])([F:17])[F:16])[N:12]=[C:11]([N:19]([CH3:21])[CH3:20])[CH:10]=1.[F:22][C:23]1[CH:31]=[CH:30][CH:29]=[C:28]([N:32]2[N:36]=[CH:35][CH:34]=[N:33]2)[C:24]=1[C:25](O)=[O:26].CN(C(ON1N=NC2C=CC=NC1=2)=[N+](C)C)C.F[P-](F)(F)(F)(F)F.CCN(C(C)C)C(C)C. Product: [F:22][C:23]1[CH:31]=[CH:30][CH:29]=[C:28]([N:32]2[N:36]=[CH:35][CH:34]=[N:33]2)[C:24]=1[C:25]([N:7]1[CH2:6][CH:5]2[CH2:1][N:2]([C:9]3[N:14]=[C:13]([C:15]([F:18])([F:17])[F:16])[N:12]=[C:11]([N:19]([CH3:21])[CH3:20])[CH:10]=3)[CH2:3][CH:4]2[CH2:8]1)=[O:26]. The catalyst class is: 39.